This data is from Reaction yield outcomes from USPTO patents with 853,638 reactions. The task is: Predict the reaction yield, written as a fraction of the theoretical maximum amount of product (1.0 means a 100% yield; for example, 0.34 means a 34% yield). (1) The reactants are [Cl-].O[NH3+:3].[C:4](=[O:7])([O-])[OH:5].[Na+].CS(C)=O.[CH3:13][C:14]1[N:48]=[C:17]2[N:18]([CH2:41][CH:42]([OH:47])[C:43]([F:46])([F:45])[F:44])[C:19](=[O:40])[C:20]([CH2:25][C:26]3[CH:31]=[CH:30][C:29]([C:32]4[C:33]([C:38]#[N:39])=[CH:34][CH:35]=[CH:36][CH:37]=4)=[CH:28][CH:27]=3)=[C:21]([CH2:22][CH2:23][CH3:24])[N:16]2[N:15]=1. The catalyst is C(OCC)(=O)C. The product is [CH3:13][C:14]1[N:48]=[C:17]2[N:18]([CH2:41][CH:42]([OH:47])[C:43]([F:45])([F:44])[F:46])[C:19](=[O:40])[C:20]([CH2:25][C:26]3[CH:27]=[CH:28][C:29]([C:32]4[CH:37]=[CH:36][CH:35]=[CH:34][C:33]=4[C:38]4[NH:3][C:4](=[O:7])[O:5][N:39]=4)=[CH:30][CH:31]=3)=[C:21]([CH2:22][CH2:23][CH3:24])[N:16]2[N:15]=1. The yield is 0.490. (2) The reactants are Br[C:2]1[CH:3]=[C:4]([O:11]C)[C:5]([O:9]C)=[N:6][C:7]=1Br.[C:13]([C:17]1[CH:18]=[C:19](B(O)O)[CH:20]=[CH:21][CH:22]=1)([O:15]C)=[O:14].[C:26]([O-:29])([O-])=[O:27].[K+].[K+]. The catalyst is O1CCOCC1.O.C1C=CC([P]([Pd]([P](C2C=CC=CC=2)(C2C=CC=CC=2)C2C=CC=CC=2)([P](C2C=CC=CC=2)(C2C=CC=CC=2)C2C=CC=CC=2)[P](C2C=CC=CC=2)(C2C=CC=CC=2)C2C=CC=CC=2)(C2C=CC=CC=2)C2C=CC=CC=2)=CC=1. The product is [OH:11][C:4]1[C:5](=[O:9])[NH:6][C:7]([C:21]2[CH:22]=[C:17]([CH:18]=[CH:19][CH:20]=2)[C:13]([OH:15])=[O:14])=[C:2]([C:17]2[CH:22]=[C:21]([CH:20]=[CH:19][CH:18]=2)[C:26]([OH:29])=[O:27])[CH:3]=1. The yield is 0.260. (3) The reactants are [CH2:1]([N:8]1[C:16]2[C:15](=[O:17])[N:14]([CH2:18][CH2:19][CH2:20][O:21][Si:22]([C:25]([CH3:28])([CH3:27])[CH3:26])([CH3:24])[CH3:23])[C:13](=[O:29])[N:12]([CH3:30])[C:11]=2[N:10]=[C:9]1Br)[C:2]1[CH:7]=[CH:6][CH:5]=[CH:4][CH:3]=1.C(=O)([O-])[O-].[K+].[K+].[F:38][C:39]1[CH:44]=[CH:43][C:42]([OH:45])=[CH:41][C:40]=1[C:46]([F:49])([F:48])[F:47]. The catalyst is CN(C=O)C.O. The product is [CH2:1]([N:8]1[C:16]2[C:15](=[O:17])[N:14]([CH2:18][CH2:19][CH2:20][O:21][Si:22]([C:25]([CH3:28])([CH3:27])[CH3:26])([CH3:24])[CH3:23])[C:13](=[O:29])[N:12]([CH3:30])[C:11]=2[N:10]=[C:9]1[O:45][C:42]1[CH:43]=[CH:44][C:39]([F:38])=[C:40]([C:46]([F:49])([F:47])[F:48])[CH:41]=1)[C:2]1[CH:7]=[CH:6][CH:5]=[CH:4][CH:3]=1. The yield is 0.900. (4) The reactants are Br[C:2]1[CH:3]=[C:4]([CH3:12])[C:5]([CH3:11])=[C:6]([CH:10]=1)[C:7]([OH:9])=[O:8].[F:13][C:14]1[CH:15]=[C:16](B(O)O)[CH:17]=[CH:18][C:19]=1[F:20].C([O-])([O-])=O.[Na+].[Na+].CN(C=O)C. The catalyst is CCO.C1C=CC([P]([Pd]([P](C2C=CC=CC=2)(C2C=CC=CC=2)C2C=CC=CC=2)([P](C2C=CC=CC=2)(C2C=CC=CC=2)C2C=CC=CC=2)[P](C2C=CC=CC=2)(C2C=CC=CC=2)C2C=CC=CC=2)(C2C=CC=CC=2)C2C=CC=CC=2)=CC=1.O. The product is [F:13][C:14]1[CH:15]=[C:16]([C:2]2[CH:3]=[C:4]([CH3:12])[C:5]([CH3:11])=[C:6]([CH:10]=2)[C:7]([OH:9])=[O:8])[CH:17]=[CH:18][C:19]=1[F:20]. The yield is 0.700.